This data is from Reaction yield outcomes from USPTO patents with 853,638 reactions. The task is: Predict the reaction yield, written as a fraction of the theoretical maximum amount of product (1.0 means a 100% yield; for example, 0.34 means a 34% yield). (1) The reactants are C(OC(=O)[NH:7][C@H:8]([C:19](=[S:21])[NH2:20])[CH2:9][C:10]1[CH:15]=[CH:14][C:13]([N+:16]([O-:18])=[O:17])=[CH:12][CH:11]=1)(C)(C)C.Br[CH2:24][C:25](=O)[CH2:26][CH3:27].C(OCC)C. The catalyst is CC#N. The product is [CH2:26]([C:25]1[N:20]=[C:19]([C@@H:8]([NH2:7])[CH2:9][C:10]2[CH:11]=[CH:12][C:13]([N+:16]([O-:18])=[O:17])=[CH:14][CH:15]=2)[S:21][CH:24]=1)[CH3:27]. The yield is 0.900. (2) The reactants are [OH-].[Li+].[F:3][C:4]([F:20])([CH:17]([F:19])[F:18])[CH2:5][O:6][C:7]1[CH:8]=[CH:9][C:10]([C:13]([O:15]C)=[O:14])=[N:11][CH:12]=1. The catalyst is C1COCC1.O. The product is [F:20][C:4]([F:3])([CH:17]([F:19])[F:18])[CH2:5][O:6][C:7]1[CH:8]=[CH:9][C:10]([C:13]([OH:15])=[O:14])=[N:11][CH:12]=1. The yield is 0.930. (3) The reactants are [CH:1]1[C:10]2[C:5](=[CH:6][CH:7]=[CH:8][CH:9]=2)[CH:4]=[CH:3][C:2]=1[S:11]([N:14]1[CH2:18][C@H:17]([S:19][C:20]([C:33]2[CH:38]=[CH:37][CH:36]=[CH:35][CH:34]=2)([C:27]2[CH:32]=[CH:31][CH:30]=[CH:29][CH:28]=2)[C:21]2[CH:26]=[CH:25][CH:24]=[CH:23][CH:22]=2)[CH2:16][C@H:15]1[C:39]([NH:41][NH2:42])=[O:40])(=[O:13])=[O:12].C(N(C(C)C)C(C)C)C.[Br:52][CH2:53][CH2:54][CH2:55][C:56](Cl)=[O:57]. The catalyst is C1COCC1. The product is [Br:52][CH2:53][CH2:54][CH2:55][C:56]([NH:42][NH:41][C:39]([C@@H:15]1[CH2:16][C@@H:17]([S:19][C:20]([C:27]2[CH:28]=[CH:29][CH:30]=[CH:31][CH:32]=2)([C:21]2[CH:26]=[CH:25][CH:24]=[CH:23][CH:22]=2)[C:33]2[CH:34]=[CH:35][CH:36]=[CH:37][CH:38]=2)[CH2:18][N:14]1[S:11]([C:2]1[CH:3]=[CH:4][C:5]2[C:10](=[CH:9][CH:8]=[CH:7][CH:6]=2)[CH:1]=1)(=[O:13])=[O:12])=[O:40])=[O:57]. The yield is 0.920. (4) The reactants are Br[C:2]1[CH:10]=[CH:9][CH:8]=[C:7]2[C:3]=1[C:4]1([C:25]3=[N:26][C:27]([O:30][CH3:31])=[CH:28][CH:29]=[C:24]3[O:23][CH2:22]1)[C:5](=[O:21])[N:6]2[CH2:11][C:12]1[O:13][C:14]([C:17]([F:20])([F:19])[F:18])=[CH:15][CH:16]=1.C(O)=O.C(N(CC)CC)C. The catalyst is O1CCOCC1.C(OCC)(=O)C.C1C=CC([P]([Pd]([P](C2C=CC=CC=2)(C2C=CC=CC=2)C2C=CC=CC=2)([P](C2C=CC=CC=2)(C2C=CC=CC=2)C2C=CC=CC=2)[P](C2C=CC=CC=2)(C2C=CC=CC=2)C2C=CC=CC=2)(C2C=CC=CC=2)C2C=CC=CC=2)=CC=1. The product is [CH3:31][O:30][C:27]1[N:26]=[C:25]2[C:4]3([CH2:22][O:23][C:24]2=[CH:29][CH:28]=1)[C:3]1[C:7](=[CH:8][CH:9]=[CH:10][CH:2]=1)[N:6]([CH2:11][C:12]1[O:13][C:14]([C:17]([F:20])([F:19])[F:18])=[CH:15][CH:16]=1)[C:5]3=[O:21]. The yield is 0.980. (5) The reactants are C(=O)([O:7][C:8]1[C:20]2[CH2:19][O:18][C:17](=[O:21])[C:16]=2[C:15]([C:22]2[CH:27]=[CH:26][C:25]([O:28][CH3:29])=[C:24]([O:30][CH3:31])[CH:23]=2)=[C:14]2[C:9]=1[CH:10]=[C:11]([O:34][CH3:35])[C:12]([O:32][CH3:33])=[CH:13]2)OC(C)(C)C.N1CCCCC1.Cl. The catalyst is ClCCl. The product is [CH3:31][O:30][C:24]1[CH:23]=[C:22]([C:15]2[C:16]3[C:17](=[O:21])[O:18][CH2:19][C:20]=3[C:8]([OH:7])=[C:9]3[C:14]=2[CH:13]=[C:12]([O:32][CH3:33])[C:11]([O:34][CH3:35])=[CH:10]3)[CH:27]=[CH:26][C:25]=1[O:28][CH3:29]. The yield is 0.900. (6) The reactants are [CH2:1]([O:3][C:4]([C:6]1[CH:7]=[N:8][C:9]2[C:14]([C:15]=1Cl)=[CH:13][CH:12]=[CH:11][C:10]=2[N+:17]([O-])=O)=[O:5])[CH3:2].[NH2:20][CH2:21][CH2:22][CH2:23][N:24]1[CH2:29][CH2:28][O:27][CH2:26][CH2:25]1. No catalyst specified. The product is [CH2:1]([O:3][C:4]([C:6]1[CH:7]=[N:8][C:9]2[C:14]([C:15]=1[NH:20][CH2:21][CH2:22][CH2:23][N:24]1[CH2:29][CH2:28][O:27][CH2:26][CH2:25]1)=[CH:13][CH:12]=[CH:11][C:10]=2[NH2:17])=[O:5])[CH3:2]. The yield is 0.920.